From a dataset of Full USPTO retrosynthesis dataset with 1.9M reactions from patents (1976-2016). Predict the reactants needed to synthesize the given product. (1) Given the product [F:19][C:14]1[CH:13]=[C:12]([C:7]2[C:6]([CH2:4][OH:3])=[C:10]([CH3:11])[O:9][N:8]=2)[CH:17]=[CH:16][C:15]=1[F:18], predict the reactants needed to synthesize it. The reactants are: C([O:3][C:4]([C:6]1[C:7]([C:12]2[CH:17]=[CH:16][C:15]([F:18])=[C:14]([F:19])[CH:13]=2)=[N:8][O:9][C:10]=1[CH3:11])=O)C.C(OC(C1C(C2C=CC=C(F)C=2)=NOC=1C)=O)C. (2) Given the product [N+:18]([C:15]1[CH:16]=[CH:17][C:12]([O:8][CH2:7][CH2:6][N:1]2[CH:5]=[CH:4][N:3]=[CH:2]2)=[CH:13][CH:14]=1)([O-:20])=[O:19], predict the reactants needed to synthesize it. The reactants are: [N:1]1([CH2:6][CH2:7][OH:8])[CH:5]=[CH:4][N:3]=[CH:2]1.[H-].[Na+].F[C:12]1[CH:17]=[CH:16][C:15]([N+:18]([O-:20])=[O:19])=[CH:14][CH:13]=1.O.